This data is from Forward reaction prediction with 1.9M reactions from USPTO patents (1976-2016). The task is: Predict the product of the given reaction. (1) Given the reactants Br[C:2]1[CH:7]=[C:6]([CH3:8])[C:5]([C:9]2[C:10](=[O:19])[CH:11]3[CH2:18][CH:14]([C:15]=2[O:16][CH3:17])[CH2:13][CH2:12]3)=[C:4]([CH3:20])[CH:3]=1.[F-].[Cs+].[CH2:23]([Sn](CCCC)(CCCC)C=CC)[CH2:24]CC, predict the reaction product. The product is: [C:23]([C:2]1[CH:7]=[C:6]([CH3:8])[C:5]([C:9]2[C:10](=[O:19])[CH:11]3[CH2:18][CH:14]([C:15]=2[O:16][CH3:17])[CH2:13][CH2:12]3)=[C:4]([CH3:20])[CH:3]=1)#[CH:24]. (2) Given the reactants [CH2:1]([CH:3]([C:6]1[C:7]2[N:8]([C:13]([C:17]3[S:21][C:20]([NH:22][CH3:23])=[N:19][C:18]=3[CH3:24])=[C:14]([CH3:16])[N:15]=2)[N:9]=[C:10]([CH3:12])[CH:11]=1)[CH2:4][CH3:5])[CH3:2].C(N(CC)CC)C.[C:32](Cl)(=[O:34])[CH3:33], predict the reaction product. The product is: [CH2:1]([CH:3]([C:6]1[C:7]2[N:8]([C:13]([C:17]3[S:21][C:20]([N:22]([CH3:23])[C:32](=[O:34])[CH3:33])=[N:19][C:18]=3[CH3:24])=[C:14]([CH3:16])[N:15]=2)[N:9]=[C:10]([CH3:12])[CH:11]=1)[CH2:4][CH3:5])[CH3:2]. (3) Given the reactants O.[OH-].[Li+].C[O:5][C:6]([CH:8]1[CH2:12][C:11](=[O:13])[N:10]([C:14]2[CH:15]=[CH:16][C:17]3[O:18][CH2:19][C:20](=[O:24])[NH:21][C:22]=3[N:23]=2)[CH2:9]1)=[O:7].Cl, predict the reaction product. The product is: [O:13]=[C:11]1[N:10]([C:14]2[CH:15]=[CH:16][C:17]3[O:18][CH2:19][C:20](=[O:24])[NH:21][C:22]=3[N:23]=2)[CH2:9][CH:8]([C:6]([OH:7])=[O:5])[CH2:12]1. (4) Given the reactants [CH3:1][O:2][N:3]=[C:4]1[C:8]([CH2:11]OS(C)(=O)=O)([CH2:9][OH:10])[CH2:7][N:6]([CH2:17][C:18]2[CH:23]=[CH:22][CH:21]=[CH:20][CH:19]=2)[CH2:5]1.[N-:24]=[N+:25]=[N-:26].[Na+], predict the reaction product. The product is: [CH3:1][O:2][N:3]=[C:4]1[C:8]([CH2:11][N:24]=[N+:25]=[N-:26])([CH2:9][OH:10])[CH2:7][N:6]([CH2:17][C:18]2[CH:23]=[CH:22][CH:21]=[CH:20][CH:19]=2)[CH2:5]1. (5) Given the reactants Cl[C:2]1[CH:7]=[C:6]([CH3:8])[N:5]=[C:4]([NH2:9])[CH:3]=1.[NH:10]1[CH2:15][CH2:14][O:13][CH2:12][CH2:11]1, predict the reaction product. The product is: [CH3:8][C:6]1[N:5]=[C:4]([NH2:9])[CH:3]=[C:2]([N:10]2[CH2:15][CH2:14][O:13][CH2:12][CH2:11]2)[CH:7]=1.